From a dataset of Reaction yield outcomes from USPTO patents with 853,638 reactions. Predict the reaction yield, written as a fraction of the theoretical maximum amount of product (1.0 means a 100% yield; for example, 0.34 means a 34% yield). (1) The reactants are Cl[C:2]1[CH:3]=[CH:4][C:5]2[N:6]([C:8]([C:11]([F:14])([F:13])[F:12])=[N:9][N:10]=2)[N:7]=1.Cl.O.[NH:17]1[CH2:22][CH2:21][C:20](=[O:23])[CH2:19][CH2:18]1.CCN(C(C)C)C(C)C. The catalyst is CN(C=O)C. The product is [F:12][C:11]([F:14])([F:13])[C:8]1[N:6]2[N:7]=[C:2]([N:17]3[CH2:22][CH2:21][C:20](=[O:23])[CH2:19][CH2:18]3)[CH:3]=[CH:4][C:5]2=[N:10][N:9]=1. The yield is 0.830. (2) The reactants are [CH2:1]([N:8]1[C:16]2[CH:15]=[CH:14][CH:13]=[C:12]([OH:17])[C:11]=2[CH:10]=[C:9]1[CH3:18])[C:2]1[CH:7]=[CH:6][CH:5]=[CH:4][CH:3]=1.[H-].[Na+].[CH2:21](Br)[C:22]1[CH:27]=[CH:26][CH:25]=[CH:24][CH:23]=1. The catalyst is CN(C=O)C.C(OCC)(=O)C. The product is [CH2:1]([N:8]1[C:16]2[C:11](=[C:12]([O:17][CH2:21][C:22]3[CH:27]=[CH:26][CH:25]=[CH:24][CH:23]=3)[CH:13]=[CH:14][CH:15]=2)[CH:10]=[C:9]1[CH3:18])[C:2]1[CH:3]=[CH:4][CH:5]=[CH:6][CH:7]=1. The yield is 0.720.